This data is from Experimentally validated miRNA-target interactions with 360,000+ pairs, plus equal number of negative samples. The task is: Binary Classification. Given a miRNA mature sequence and a target amino acid sequence, predict their likelihood of interaction. (1) The miRNA is mmu-miR-423-3p with sequence AGCUCGGUCUGAGGCCCCUCAGU. The protein sequence of the target gene is MRLRNGTFLTLLLFCLCAFLSLSWYAALSGQKGDVVDVYQREFLALRDRLHAAEQESLKRSKELNLVLDEIKRAVSERQALRDGDGNRTWGRLTEDPRLKPWNGSHRHVLHLPTVFHHLPHLLAKESSLQPAVRVGQGRTGVSVVMGIPSVRREVHSYLTDTLHSLISELSPQEKEDSVIVVLIAETDSQYTSAVTENIKALFPTEIHSGLLEVISPSPHFYPDFSRLRESFGDPKERVRWRTKQNLDYCFLMMYAQSKGIYYVQLEDDIVAKPNYLSTMKNFALQQPSEDWMILEFSQL.... Result: 0 (no interaction). (2) The protein sequence of the target gene is MELWRQCTHWLIQCRVLPPSHRVTWDGAQVCELAQALRDGVLLCQLLNNLLPHAINLREVNLRPQMSQFLCLKNIRTFLSTCCEKFGLKRSELFEAFDLFDVQDFGKVIYTLSALSWTPIAQNRGIMPFPTEEESVGDEDIYSGLSDQIDDTVEEDEDLYDCVENEEAEGDEIYEDLMRSEPVSMPPKMTEYDKRCCCLREIQQTEEKYTDTLGSIQQHFLKPLQRFLKPQDIEIIFINIEDLLRVHTHFLKEMKEALGTPGAANLYQVFIKYKERFLVYGRYCSQVESASKHLDRVAAA.... The miRNA is hsa-miR-33b-5p with sequence GUGCAUUGCUGUUGCAUUGC. Result: 0 (no interaction).